This data is from Forward reaction prediction with 1.9M reactions from USPTO patents (1976-2016). The task is: Predict the product of the given reaction. Given the reactants [N:1]([CH2:4][CH2:5][S:6][CH3:7])=[C:2]=[O:3].[N+:8](=[C:10]1[N:14]=[CH:13][N:12]=[C:11]1[C:15]([NH2:17])=[O:16])=[N-:9], predict the reaction product. The product is: [CH3:7][S:6][CH2:5][CH2:4][N:1]1[C:2](=[O:3])[N:14]2[CH:13]=[N:12][C:11]([C:15]([NH2:17])=[O:16])=[C:10]2[N:8]=[N:9]1.